This data is from Full USPTO retrosynthesis dataset with 1.9M reactions from patents (1976-2016). The task is: Predict the reactants needed to synthesize the given product. (1) Given the product [CH2:23]([O:22][C:20](=[O:21])[C:19](=[CH:18][N:6]([CH2:5][C:4]([O:3][CH2:1][CH3:2])=[O:14])[CH2:7][C:8]1[CH:13]=[CH:12][CH:11]=[CH:10][CH:9]=1)[C:25]([O:27][CH2:28][CH3:29])=[O:26])[CH3:24], predict the reactants needed to synthesize it. The reactants are: [CH2:1]([O:3][C:4](=[O:14])[CH2:5][NH:6][CH2:7][C:8]1[CH:13]=[CH:12][CH:11]=[CH:10][CH:9]=1)[CH3:2].CCO[CH:18]=[C:19]([C:25]([O:27][CH2:28][CH3:29])=[O:26])[C:20]([O:22][CH2:23][CH3:24])=[O:21]. (2) The reactants are: [CH3:1][NH:2][CH2:3][C:4]([NH:6][CH2:7][C:8]1[CH:13]=[C:12]([C:14]2[CH:19]=[CH:18][C:17]([C:20]([F:23])([F:22])[F:21])=[CH:16][CH:15]=2)[N:11]=[CH:10][N:9]=1)=[O:5].C(N(CC)C(C)C)(C)C.[S:33]1[CH:37]=[CH:36][CH:35]=[C:34]1[S:38](Cl)(=[O:40])=[O:39].C(OCC)(=O)C. Given the product [CH3:1][N:2]([S:38]([C:34]1[S:33][CH:37]=[CH:36][CH:35]=1)(=[O:40])=[O:39])[CH2:3][C:4]([NH:6][CH2:7][C:8]1[CH:13]=[C:12]([C:14]2[CH:19]=[CH:18][C:17]([C:20]([F:23])([F:21])[F:22])=[CH:16][CH:15]=2)[N:11]=[CH:10][N:9]=1)=[O:5], predict the reactants needed to synthesize it. (3) Given the product [O:7]=[C:1]1[CH2:5][CH2:4][C:3]([NH:8][C:9]2[CH:16]=[CH:15][C:12]([C:13]#[N:14])=[C:11]([C:17]([F:18])([F:19])[F:20])[CH:10]=2)=[CH:2]1, predict the reactants needed to synthesize it. The reactants are: [C:1]1(=[O:7])[CH2:5][CH2:4][C:3](=O)[CH2:2]1.[NH2:8][C:9]1[CH:16]=[CH:15][C:12]([C:13]#[N:14])=[C:11]([C:17]([F:20])([F:19])[F:18])[CH:10]=1. (4) Given the product [Cl:1][C:2]1[N:7]=[C:6]([N:17]([CH:12]2[CH2:13][CH2:14][CH2:15][CH2:16]2)[CH2:18][C:19]([F:26])([CH3:25])[C:20]([O:22][CH2:23][CH3:24])=[O:21])[C:5]([N+:9]([O-:11])=[O:10])=[CH:4][N:3]=1, predict the reactants needed to synthesize it. The reactants are: [Cl:1][C:2]1[N:7]=[C:6](Cl)[C:5]([N+:9]([O-:11])=[O:10])=[CH:4][N:3]=1.[CH:12]1([NH:17][CH2:18][C:19]([F:26])([CH3:25])[C:20]([O:22][CH2:23][CH3:24])=[O:21])[CH2:16][CH2:15][CH2:14][CH2:13]1.C(=O)([O-])[O-].[K+].[K+]. (5) Given the product [C:20]([C:3]1[C:4]2[C:9](=[CH:8][CH:7]=[C:6]([C:10]([O:12][CH3:13])=[O:11])[CH:5]=2)[NH:1][CH:2]=1)(=[O:22])[CH3:21], predict the reactants needed to synthesize it. The reactants are: [NH:1]1[C:9]2[C:4](=[CH:5][C:6]([C:10]([O:12][CH3:13])=[O:11])=[CH:7][CH:8]=2)[CH:3]=[CH:2]1.[Cl-].C([Al+]CC)C.[C:20](Cl)(=[O:22])[CH3:21].C(O)(=O)CC(CC(O)=O)(C(O)=O)O. (6) Given the product [CH2:29]([O:28][C:27]1[CH:26]=[CH:25][C:5]([NH:6][C:7]2[C:16]3[C:11](=[CH:12][CH:13]=[CH:14][C:15]=3[O:17][CH:18]3[CH2:23][CH2:22][N:21]([CH3:24])[CH2:20][CH2:19]3)[N:10]=[CH:9][N:8]=2)=[CH:4][C:3]=1[F:2])[C:30]1[CH:35]=[CH:34][CH:33]=[CH:32][CH:31]=1, predict the reactants needed to synthesize it. The reactants are: Cl.[F:2][C:3]1[CH:4]=[C:5]([CH:25]=[CH:26][C:27]=1[OH:28])[NH:6][C:7]1[C:16]2[C:11](=[CH:12][CH:13]=[CH:14][C:15]=2[O:17][CH:18]2[CH2:23][CH2:22][N:21]([CH3:24])[CH2:20][CH2:19]2)[N:10]=[CH:9][N:8]=1.[CH2:29](Cl)[C:30]1[CH:35]=[CH:34][CH:33]=[CH:32][CH:31]=1. (7) The reactants are: [Cl:1][C:2]1[CH:3]=[C:4]([CH2:8][C:9]([C:11]2[CH:16]=[CH:15][CH:14]=[CH:13][CH:12]=2)=O)[CH:5]=[CH:6][CH:7]=1.O([C:19](C)(C)C)[K].[C:23](=[S:25])=S.IC.O.[NH2:29][NH2:30]. Given the product [Cl:1][C:2]1[CH:3]=[C:4]([C:8]2[C:9]([C:11]3[CH:16]=[CH:15][CH:14]=[CH:13][CH:12]=3)=[N:29][NH:30][C:19]=2[S:25][CH3:23])[CH:5]=[CH:6][CH:7]=1, predict the reactants needed to synthesize it. (8) Given the product [C:1]([O:5][C:6]([N:8]([CH2:35][C@H:36]([OH:43])[C:37]1[CH:42]=[CH:41][CH:40]=[CH:39][CH:38]=1)[CH2:9][CH2:10][CH2:11][C:12]1[CH:13]=[CH:14][C:15]([C:18]2[CH:23]=[CH:22][C:21]([C:24]([OH:26])=[O:25])=[C:20]([O:28][CH:29]3[CH2:34][CH2:33][CH2:32][CH2:31][CH2:30]3)[CH:19]=2)=[CH:16][CH:17]=1)=[O:7])([CH3:4])([CH3:2])[CH3:3], predict the reactants needed to synthesize it. The reactants are: [C:1]([O:5][C:6]([N:8]([CH2:35][C@H:36]([OH:43])[C:37]1[CH:42]=[CH:41][CH:40]=[CH:39][CH:38]=1)[CH2:9][CH2:10][CH2:11][C:12]1[CH:17]=[CH:16][C:15]([C:18]2[CH:23]=[CH:22][C:21]([C:24]([O:26]C)=[O:25])=[C:20]([O:28][CH:29]3[CH2:34][CH2:33][CH2:32][CH2:31][CH2:30]3)[CH:19]=2)=[CH:14][CH:13]=1)=[O:7])([CH3:4])([CH3:3])[CH3:2].[OH-].[Na+]. (9) Given the product [CH2:10]([O:17][C:18]([NH:20][C@H:21]1[CH2:22][C:23](=[O:25])[N:28]([C:29]2[CH:34]=[C:33]([CH2:35][C:36]3[C:45]4[C:40](=[CH:41][CH:42]=[CH:43][CH:44]=4)[C:39](=[O:46])[NH:38][N:37]=3)[CH:32]=[CH:31][C:30]=2[F:47])[C:26]1=[O:27])=[O:19])[C:11]1[CH:16]=[CH:15][CH:14]=[CH:13][CH:12]=1, predict the reactants needed to synthesize it. The reactants are: C(N(C(C)C)CC)(C)C.[CH2:10]([O:17][C:18]([NH:20][C@H:21]([C:26]([NH:28][C:29]1[CH:34]=[C:33]([CH2:35][C:36]2[C:45]3[C:40](=[CH:41][CH:42]=[CH:43][CH:44]=3)[C:39](=[O:46])[NH:38][N:37]=2)[CH:32]=[CH:31][C:30]=1[F:47])=[O:27])[CH2:22][C:23]([OH:25])=O)=[O:19])[C:11]1[CH:16]=[CH:15][CH:14]=[CH:13][CH:12]=1. (10) Given the product [C:1]([C:5]1[CH:10]=[CH:9][C:8]([S:11]([N:14]([C:18]2[C:19]([C:25]([C:27]3[CH:28]=[N:29][C:30]([C:34]#[N:35])=[CH:31][CH:32]=3)=[O:26])=[N:20][CH:21]=[C:22]([Cl:24])[CH:23]=2)[CH2:15][O:16][CH3:17])(=[O:13])=[O:12])=[CH:7][CH:6]=1)([CH3:4])([CH3:3])[CH3:2], predict the reactants needed to synthesize it. The reactants are: [C:1]([C:5]1[CH:10]=[CH:9][C:8]([S:11]([N:14]([C:18]2[C:19]([C:25]([C:27]3[CH:28]=[N:29][C:30](F)=[CH:31][CH:32]=3)=[O:26])=[N:20][CH:21]=[C:22]([Cl:24])[CH:23]=2)[CH2:15][O:16][CH3:17])(=[O:13])=[O:12])=[CH:7][CH:6]=1)([CH3:4])([CH3:3])[CH3:2].[C-:34]#[N:35].[K+].